From a dataset of NCI-60 drug combinations with 297,098 pairs across 59 cell lines. Regression. Given two drug SMILES strings and cell line genomic features, predict the synergy score measuring deviation from expected non-interaction effect. (1) Drug 1: C1CN1P(=S)(N2CC2)N3CC3. Cell line: COLO 205. Drug 2: CC1C(C(CC(O1)OC2CC(CC3=C2C(=C4C(=C3O)C(=O)C5=CC=CC=C5C4=O)O)(C(=O)C)O)N)O. Synergy scores: CSS=60.3, Synergy_ZIP=0.758, Synergy_Bliss=3.91, Synergy_Loewe=-23.1, Synergy_HSA=3.92. (2) Drug 1: C1=CC(=CC=C1CCCC(=O)O)N(CCCl)CCCl. Drug 2: CN(C(=O)NC(C=O)C(C(C(CO)O)O)O)N=O. Cell line: SN12C. Synergy scores: CSS=11.4, Synergy_ZIP=-7.93, Synergy_Bliss=-5.89, Synergy_Loewe=-14.1, Synergy_HSA=-4.94. (3) Drug 2: CS(=O)(=O)OCCCCOS(=O)(=O)C. Drug 1: C1CCC(CC1)NC(=O)N(CCCl)N=O. Cell line: TK-10. Synergy scores: CSS=4.54, Synergy_ZIP=-3.11, Synergy_Bliss=-3.04, Synergy_Loewe=-9.98, Synergy_HSA=-5.14. (4) Drug 2: N.N.Cl[Pt+2]Cl. Cell line: OVCAR-4. Drug 1: C1CN1P(=S)(N2CC2)N3CC3. Synergy scores: CSS=30.5, Synergy_ZIP=-0.296, Synergy_Bliss=0.534, Synergy_Loewe=-24.8, Synergy_HSA=0.230. (5) Drug 1: CCN(CC)CCNC(=O)C1=C(NC(=C1C)C=C2C3=C(C=CC(=C3)F)NC2=O)C. Drug 2: CC1CC(C(C(C=C(C(C(C=CC=C(C(=O)NC2=CC(=O)C(=C(C1)C2=O)OC)C)OC)OC(=O)N)C)C)O)OC. Cell line: HCT116. Synergy scores: CSS=90.2, Synergy_ZIP=14.4, Synergy_Bliss=12.9, Synergy_Loewe=9.18, Synergy_HSA=17.2. (6) Drug 1: CN1C(=O)N2C=NC(=C2N=N1)C(=O)N. Drug 2: COC1=NC(=NC2=C1N=CN2C3C(C(C(O3)CO)O)O)N. Cell line: NCIH23. Synergy scores: CSS=-4.85, Synergy_ZIP=3.60, Synergy_Bliss=5.35, Synergy_Loewe=-6.32, Synergy_HSA=-5.03. (7) Drug 1: CC1=C2C(C(=O)C3(C(CC4C(C3C(C(C2(C)C)(CC1OC(=O)C(C(C5=CC=CC=C5)NC(=O)OC(C)(C)C)O)O)OC(=O)C6=CC=CC=C6)(CO4)OC(=O)C)O)C)O. Drug 2: C1=NC(=NC(=O)N1C2C(C(C(O2)CO)O)O)N. Cell line: OVCAR3. Synergy scores: CSS=14.5, Synergy_ZIP=6.37, Synergy_Bliss=6.83, Synergy_Loewe=-0.958, Synergy_HSA=-0.853. (8) Drug 1: B(C(CC(C)C)NC(=O)C(CC1=CC=CC=C1)NC(=O)C2=NC=CN=C2)(O)O. Drug 2: CCC1=C2CN3C(=CC4=C(C3=O)COC(=O)C4(CC)O)C2=NC5=C1C=C(C=C5)O. Cell line: UACC62. Synergy scores: CSS=57.1, Synergy_ZIP=0.928, Synergy_Bliss=1.07, Synergy_Loewe=-1.13, Synergy_HSA=2.87. (9) Drug 1: C1C(C(OC1N2C=NC3=C(N=C(N=C32)Cl)N)CO)O. Drug 2: CS(=O)(=O)CCNCC1=CC=C(O1)C2=CC3=C(C=C2)N=CN=C3NC4=CC(=C(C=C4)OCC5=CC(=CC=C5)F)Cl. Cell line: HL-60(TB). Synergy scores: CSS=38.6, Synergy_ZIP=-1.76, Synergy_Bliss=-7.53, Synergy_Loewe=-44.0, Synergy_HSA=-9.76.